This data is from Full USPTO retrosynthesis dataset with 1.9M reactions from patents (1976-2016). The task is: Predict the reactants needed to synthesize the given product. (1) Given the product [F:22][CH2:21][CH2:20][O:18][C:14]1[CH:13]=[C:12]([C:7]2[C:6]([N+:3]([O-:5])=[O:4])=[CH:11][CH:10]=[CH:9][N:8]=2)[CH:17]=[CH:16][CH:15]=1, predict the reactants needed to synthesize it. The reactants are: [H-].[Na+].[N+:3]([C:6]1[C:7]([C:12]2[CH:13]=[C:14]([OH:18])[CH:15]=[CH:16][CH:17]=2)=[N:8][CH:9]=[CH:10][CH:11]=1)([O-:5])=[O:4].Br[CH2:20][CH2:21][F:22].O. (2) Given the product [CH2:1]([C@H:8]1[N:13]([C:14]([C:16]2[CH:20]=[C:19]([CH3:21])[N:18]([C:22]3[CH:27]=[CH:26][CH:25]=[C:24]([O:28][CH:64]4[CH2:69][CH2:68][S:67](=[O:71])(=[O:70])[CH2:66][CH2:65]4)[CH:23]=3)[C:17]=2[C:29]2[CH:34]=[CH:33][CH:32]=[CH:31][CH:30]=2)=[O:15])[CH2:12][CH2:11][N:10]([C:35]([O:37][C:38]([CH3:41])([CH3:40])[CH3:39])=[O:36])[CH2:9]1)[C:2]1[CH:7]=[CH:6][CH:5]=[CH:4][CH:3]=1, predict the reactants needed to synthesize it. The reactants are: [CH2:1]([C@H:8]1[N:13]([C:14]([C:16]2[CH:20]=[C:19]([CH3:21])[N:18]([C:22]3[CH:27]=[CH:26][CH:25]=[C:24]([OH:28])[CH:23]=3)[C:17]=2[C:29]2[CH:34]=[CH:33][CH:32]=[CH:31][CH:30]=2)=[O:15])[CH2:12][CH2:11][N:10]([C:35]([O:37][C:38]([CH3:41])([CH3:40])[CH3:39])=[O:36])[CH2:9]1)[C:2]1[CH:7]=[CH:6][CH:5]=[CH:4][CH:3]=1.C(=O)([O-])[O-].[K+].[K+].CN(C=O)C.CC1C=CC(S(O[CH:64]2[CH2:69][CH2:68][S:67](=[O:71])(=[O:70])[CH2:66][CH2:65]2)(=O)=O)=CC=1. (3) Given the product [CH3:1][O:2][C:3]1[CH:4]=[C:5]2[C:10](=[CH:11][C:12]=1[O:13][CH3:14])[N:9]=[CH:8][CH:7]=[C:6]2[O:15][C:16]1[C:22]([CH3:23])=[CH:21][C:19]([NH:20][C:29](=[O:35])[O:28][C:26]2[C:42]([CH3:41])=[CH:43][CH:38]=[CH:39][C:40]=2[CH3:44])=[C:18]([CH3:24])[CH:17]=1, predict the reactants needed to synthesize it. The reactants are: [CH3:1][O:2][C:3]1[CH:4]=[C:5]2[C:10](=[CH:11][C:12]=1[O:13][CH3:14])[N:9]=[CH:8][CH:7]=[C:6]2[O:15][C:16]1[C:22]([CH3:23])=[CH:21][C:19]([NH2:20])=[C:18]([CH3:24])[CH:17]=1.Cl[C:26](Cl)([O:28][C:29](=[O:35])OC(Cl)(Cl)Cl)Cl.C[C:38]1[CH:43]=[CH:42][CH:41]=[C:40]([CH3:44])[C:39]=1O.C(=O)(O)[O-].[Na+].